Predict the reactants needed to synthesize the given product. From a dataset of Full USPTO retrosynthesis dataset with 1.9M reactions from patents (1976-2016). The reactants are: [Cl:1][C:2]1[CH:7]=[CH:6][C:5]([F:8])=[CH:4][C:3]=1[O:9][C:10]1[CH:15]=[C:14]([Cl:16])[CH:13]=[C:12]([Br:17])[CH:11]=1.C([N-]C(C)C)(C)C.[Li+].CN([CH:29]=[O:30])C. Given the product [Br:17][C:12]1[CH:11]=[C:10]([CH:15]=[C:14]([Cl:16])[CH:13]=1)[O:9][C:3]1[C:2]([Cl:1])=[CH:7][CH:6]=[C:5]([F:8])[C:4]=1[CH:29]=[O:30], predict the reactants needed to synthesize it.